Dataset: Full USPTO retrosynthesis dataset with 1.9M reactions from patents (1976-2016). Task: Predict the reactants needed to synthesize the given product. (1) Given the product [CH3:1][N:2]([CH3:23])[CH2:3][CH2:4][CH2:5][N:6]1[CH2:14][C:13]2[C:8](=[CH:9][CH:10]=[C:11]([C:15]3[S:19][C:18](/[CH:20]=[C:30]4/[NH:24][C:25](=[S:26])[NH:27][C:28]/4=[O:29])=[CH:17][CH:16]=3)[CH:12]=2)[C:7]1=[O:22], predict the reactants needed to synthesize it. The reactants are: [CH3:1][N:2]([CH3:23])[CH2:3][CH2:4][CH2:5][N:6]1[CH2:14][C:13]2[C:8](=[CH:9][CH:10]=[C:11]([C:15]3[S:19][C:18]([CH:20]=O)=[CH:17][CH:16]=3)[CH:12]=2)[C:7]1=[O:22].[NH:24]1[CH2:30][C:28](=[O:29])[NH:27][C:25]1=[S:26]. (2) Given the product [CH3:1][O:2][P:3]([CH2:7][C:8]([CH3:31])=[CH:9][CH2:10][C:11]1[C:12]([OH:24])=[C:13]2[C:17](=[C:18]([CH3:22])[C:19]=1[CH2:20][CH3:21])[CH2:16][O:15][C:14]2=[O:23])(=[O:6])[O:4][CH3:5], predict the reactants needed to synthesize it. The reactants are: [CH3:1][O:2][P:3]([CH2:7][C:8]([CH3:31])=[CH:9][CH2:10][C:11]1[C:12]([O:24]CC[Si](C)(C)C)=[C:13]2[C:17](=[C:18]([CH3:22])[C:19]=1[CH2:20][CH3:21])[CH2:16][O:15][C:14]2=[O:23])(=[O:6])[O:4][CH3:5].C(O)(C(F)(F)F)=O. (3) Given the product [C:1]([O:5][C:6]([N:8]1[CH2:9][CH2:10][NH:11][CH2:12][CH:13]1[C:59]1[CH:60]=[CH:61][C:62]([NH:58][C:32]([C:30]2[N:31]=[C:27]([C:21]3[CH:22]=[CH:23][CH:24]=[CH:25][CH:26]=3)[O:28][C:29]=2[C:35]([F:38])([F:37])[F:36])=[O:34])=[CH:63][N:65]=1)=[O:7])([CH3:2])([CH3:3])[CH3:4], predict the reactants needed to synthesize it. The reactants are: [C:1]([O:5][C:6]([N:8]1[CH2:13][CH2:12][N:11](C2C=CC(N)=CN=2)[CH2:10][CH2:9]1)=[O:7])([CH3:4])([CH3:3])[CH3:2].[C:21]1([C:27]2[O:28][C:29]([C:35]([F:38])([F:37])[F:36])=[C:30]([C:32]([OH:34])=O)[N:31]=2)[CH:26]=[CH:25][CH:24]=[CH:23][CH:22]=1.F[P-](F)(F)(F)(F)F.Br[P+]([N:58]1[CH2:62][CH2:61][CH2:60][CH2:59]1)([N:58]1[CH2:62][CH2:61][CH2:60][CH2:59]1)[N:58]1[CH2:62][CH2:61][CH2:60][CH2:59]1.[CH2:63]([N:65](CC)CC)C. (4) Given the product [CH3:22][NH:23][C:4](=[NH:5])[C:3]1[CH:6]=[CH:7][C:8]([Cl:21])=[N:9][CH:2]=1, predict the reactants needed to synthesize it. The reactants are: Cl[C:2]1[N:9]=[CH:8][CH:7]=[CH:6][C:3]=1[C:4]#[N:5].[Al](C)(C)C.C1(C)C=CC=CC=1.[ClH:21].[CH3:22][NH2:23]. (5) Given the product [C:16]([O:20][C:21]([N:23]1[CH2:27][C@@H:26]([CH2:28][N:29]([CH:46]([CH3:47])[CH3:48])[C:30](=[O:45])[C:31]2[CH:36]=[CH:35][C:34]([O:37][CH3:38])=[C:33]([O:39][CH2:40][CH2:41][CH2:42][O:43][CH3:44])[CH:32]=2)[C@H:25]([CH2:49][N:50]([CH:51]2[CH2:52][CH2:53]2)[C:13]([N:8]2[CH2:12][CH2:11][CH2:10][CH2:9]2)=[O:14])[CH2:24]1)=[O:22])([CH3:18])([CH3:19])[CH3:17], predict the reactants needed to synthesize it. The reactants are: C(N(CC)CC)C.[N:8]1([C:13](Cl)=[O:14])[CH2:12][CH2:11][CH2:10][CH2:9]1.[C:16]([O:20][C:21]([N:23]1[CH2:27][C@@H:26]([CH2:28][N:29]([CH:46]([CH3:48])[CH3:47])[C:30](=[O:45])[C:31]2[CH:36]=[CH:35][C:34]([O:37][CH3:38])=[C:33]([O:39][CH2:40][CH2:41][CH2:42][O:43][CH3:44])[CH:32]=2)[C@H:25]([CH2:49][NH:50][CH:51]2[CH2:53][CH2:52]2)[CH2:24]1)=[O:22])([CH3:19])([CH3:18])[CH3:17]. (6) Given the product [CH2:14]([N:1]1[C:9]2[C:4](=[CH:5][CH:6]=[CH:7][CH:8]=2)[C:3]([CH:10]=[O:11])=[CH:2]1)[C:15]1[CH:20]=[CH:19][CH:18]=[CH:17][CH:16]=1, predict the reactants needed to synthesize it. The reactants are: [NH:1]1[C:9]2[C:4](=[CH:5][CH:6]=[CH:7][CH:8]=2)[C:3]([CH:10]=[O:11])=[CH:2]1.[H-].[Na+].[CH2:14](Br)[C:15]1[CH:20]=[CH:19][CH:18]=[CH:17][CH:16]=1.